From a dataset of Forward reaction prediction with 1.9M reactions from USPTO patents (1976-2016). Predict the product of the given reaction. (1) Given the reactants ClN1C(=O)CCC1=O.[OH:9]/[N:10]=[CH:11]/[CH2:12][CH2:13][NH:14][C:15](=[O:28])[C:16]1[CH:21]=[C:20]([CH3:22])[CH:19]=[CH:18][C:17]=1[N:23]1[N:27]=[CH:26][CH:25]=[N:24]1.[C:29]([C:31]1[CH:36]=[CH:35][C:34]([F:37])=[CH:33][N:32]=1)#[CH:30].CCN(CC)CC, predict the reaction product. The product is: [F:37][C:34]1[CH:35]=[CH:36][C:31]([C:29]2[O:9][N:10]=[C:11]([CH2:12][CH2:13][NH:14][C:15](=[O:28])[C:16]3[CH:21]=[C:20]([CH3:22])[CH:19]=[CH:18][C:17]=3[N:23]3[N:24]=[CH:25][CH:26]=[N:27]3)[CH:30]=2)=[N:32][CH:33]=1. (2) The product is: [N:14]1([CH2:20][CH2:21][CH2:22][O:23][C:2]2[CH:9]=[CH:8][C:5]([C:6]#[N:7])=[C:4]([C:10]([F:13])([F:12])[F:11])[CH:3]=2)[CH2:19][CH2:18][CH2:17][CH2:16][CH2:15]1. Given the reactants F[C:2]1[CH:9]=[CH:8][C:5]([C:6]#[N:7])=[C:4]([C:10]([F:13])([F:12])[F:11])[CH:3]=1.[N:14]1([CH2:20][CH2:21][CH2:22][OH:23])[CH2:19][CH2:18][CH2:17][CH2:16][CH2:15]1.C[Si](C)(C)[N-][Si](C)(C)C.[K+], predict the reaction product. (3) Given the reactants [S:1]1[CH:5]=[CH:4][CH:3]=[C:2]1[C:6](Cl)=[O:7].[CH3:9][O:10][C:11]1[CH:12]=[C:13]([CH:15]=[CH:16][CH:17]=1)[NH2:14].CCN(C(C)C)C(C)C, predict the reaction product. The product is: [CH3:9][O:10][C:11]1[CH:12]=[C:13]([NH:14][C:6]([C:2]2[S:1][CH:5]=[CH:4][CH:3]=2)=[O:7])[CH:15]=[CH:16][CH:17]=1. (4) Given the reactants [CH2:1]([N:8]1[C:12]([NH2:13])=[CH:11][C:10]([C:14]([CH3:17])([CH3:16])[CH3:15])=[N:9]1)[C:2]1[CH:7]=[CH:6][CH:5]=[CH:4][CH:3]=1.Cl[C:19]([O:21][C:22]1[CH:27]=[CH:26][CH:25]=[CH:24][CH:23]=1)=[O:20], predict the reaction product. The product is: [CH2:1]([N:8]1[C:12]([NH:13][C:19](=[O:20])[O:21][C:22]2[CH:27]=[CH:26][CH:25]=[CH:24][CH:23]=2)=[CH:11][C:10]([C:14]([CH3:17])([CH3:16])[CH3:15])=[N:9]1)[C:2]1[CH:3]=[CH:4][CH:5]=[CH:6][CH:7]=1. (5) The product is: [C:18]([O:21][C:22](=[O:23])[NH:1][CH2:2][C:3]1[CH:8]=[CH:7][C:6]([NH2:9])=[CH:5][CH:4]=1)([CH3:20])([CH3:19])[CH3:17]. Given the reactants [NH2:1][CH2:2][C:3]1[CH:8]=[CH:7][C:6]([NH2:9])=[CH:5][CH:4]=1.C(N(CC)CC)C.[CH3:17][C:18]([O:21][C:22](O[C:22]([O:21][C:18]([CH3:20])([CH3:19])[CH3:17])=[O:23])=[O:23])([CH3:20])[CH3:19].C([O-])(O)=O.[Na+], predict the reaction product. (6) The product is: [CH2:11]([O:15][CH2:4][CH2:3][CH2:2][C:1]([OH:5])=[O:6])[CH:10]=[CH2:13]. Given the reactants [C:1]1(=[O:6])[O:5][CH2:4][CH2:3][CH2:2]1.[Cl-].[Li+].C[C:10]([CH3:13])([O-])[CH3:11].[Li+].[OH-:15].[Na+], predict the reaction product. (7) Given the reactants [NH2:1][C:2]1[CH:7]=[N:6][C:5]([C:8]2[CH:13]=[CH:12][CH:11]=[C:10]([O:14]C)[CH:9]=2)=[CH:4][N:3]=1.B(Br)(Br)Br.[OH-].[Na+], predict the reaction product. The product is: [NH2:1][C:2]1[CH:7]=[N:6][C:5]([C:8]2[CH:13]=[CH:12][CH:11]=[C:10]([OH:14])[CH:9]=2)=[CH:4][N:3]=1. (8) Given the reactants [NH2:1][C:2]1[N:7]=[CH:6][N:5]=[C:4]([NH:8][CH:9]([C:11]2[C:20]([C:21]3[CH:26]=[CH:25][CH:24]=[CH:23][CH:22]=3)=[C:19]([C:27]([O:29]C)=[O:28])[C:18]3[C:13](=[CH:14][CH:15]=[C:16]([F:31])[CH:17]=3)[N:12]=2)[CH3:10])[C:3]=1[C:32]#[N:33].C1COCC1.[Li+].[OH-], predict the reaction product. The product is: [NH2:1][C:2]1[N:7]=[CH:6][N:5]=[C:4]([NH:8][CH:9]([C:11]2[C:20]([C:21]3[CH:26]=[CH:25][CH:24]=[CH:23][CH:22]=3)=[C:19]([C:27]([OH:29])=[O:28])[C:18]3[C:13](=[CH:14][CH:15]=[C:16]([F:31])[CH:17]=3)[N:12]=2)[CH3:10])[C:3]=1[C:32]#[N:33]. (9) The product is: [CH3:1][O:2][C:3]1[CH:8]=[CH:7][C:6]2[NH:9][C:15](=[O:16])[NH:14][S:11](=[O:13])(=[O:12])[C:5]=2[CH:4]=1. Given the reactants [CH3:1][O:2][C:3]1[CH:8]=[CH:7][C:6]([NH2:9])=[CH:5][CH:4]=1.Cl[S:11]([N:14]=[C:15]=[O:16])(=[O:13])=[O:12].[Cl-].[Al+3].[Cl-].[Cl-], predict the reaction product. (10) Given the reactants C([O:3][CH:4](OCC)[C:5]1[O:9][CH:8]=[C:7](Br)[CH:6]=1)C.[B:14](OC(C)C)([O:19]C(C)C)[O:15]C(C)C.C1COCC1.CCCCCC.CC(CC(C)=O)C, predict the reaction product. The product is: [CH:4]([C:5]1[O:9][CH:8]=[C:7]([B:14]([OH:19])[OH:15])[CH:6]=1)=[O:3].